This data is from Reaction yield outcomes from USPTO patents with 853,638 reactions. The task is: Predict the reaction yield, written as a fraction of the theoretical maximum amount of product (1.0 means a 100% yield; for example, 0.34 means a 34% yield). (1) The product is [N:1]1[CH:6]=[CH:5][CH:4]=[CH:3][C:2]=1[NH:7]/[N:8]=[CH:10]/[CH:9]=[O:11]. The catalyst is O. The yield is 0.850. The reactants are [N:1]1[CH:6]=[CH:5][CH:4]=[CH:3][C:2]=1[NH:7][NH2:8].[C:9](O)(=[O:11])[CH3:10].C(C=O)=O.C(=O)([O-])O.[Na+]. (2) The reactants are [O-][CH2:2]C.[Na+].[Na].C([O:8][C:9](=[O:31])[CH:10]([CH2:14][C:15]([C:17]1[CH:22]=[CH:21][C:20]([O:23][CH2:24][C:25]2[CH:30]=[CH:29][CH:28]=[CH:27][CH:26]=2)=[CH:19][CH:18]=1)=O)C(=O)C)C.[Cl-].[Cl:33][C:34]1[CH:39]=[C:38]([Cl:40])[CH:37]=[CH:36][C:35]=1[N+:41]#[N:42].[OH-].[Na+].Cl. The catalyst is O.C(O)C. The product is [CH2:24]([O:23][C:20]1[CH:19]=[CH:18][C:17]([C:15]2[N:41]([C:35]3[CH:36]=[CH:37][C:38]([Cl:40])=[CH:39][C:34]=3[Cl:33])[N:42]=[C:10]([C:9]([OH:8])=[O:31])[C:14]=2[CH3:2])=[CH:22][CH:21]=1)[C:25]1[CH:26]=[CH:27][CH:28]=[CH:29][CH:30]=1. The yield is 0.680.